This data is from Forward reaction prediction with 1.9M reactions from USPTO patents (1976-2016). The task is: Predict the product of the given reaction. (1) Given the reactants Br[C:2]1[CH:7]=[CH:6][C:5]([C:8]2[CH:13]=[C:12]([C:14]([N:16]3[CH2:20][CH2:19][CH2:18][CH2:17]3)=[O:15])[CH:11]=[C:10]([C:21]([NH:23][CH2:24][C:25]3[CH:26]=[N:27][C:28]([CH3:31])=[CH:29][CH:30]=3)=[O:22])[CH:9]=2)=[CH:4][CH:3]=1.[B:32]1([B:32]2[O:36][C:35]([CH3:38])([CH3:37])[C:34]([CH3:40])([CH3:39])[O:33]2)[O:36][C:35]([CH3:38])([CH3:37])[C:34]([CH3:40])([CH3:39])[O:33]1.C([O-])(=O)C.[K+].ClCCl, predict the reaction product. The product is: [CH3:31][C:28]1[N:27]=[CH:26][C:25]([CH2:24][NH:23][C:21]([C:10]2[CH:9]=[C:8]([C:5]3[CH:6]=[CH:7][C:2]([B:32]4[O:36][C:35]([CH3:38])([CH3:37])[C:34]([CH3:40])([CH3:39])[O:33]4)=[CH:3][CH:4]=3)[CH:13]=[C:12]([C:14]([N:16]3[CH2:20][CH2:19][CH2:18][CH2:17]3)=[O:15])[CH:11]=2)=[O:22])=[CH:30][CH:29]=1. (2) Given the reactants [CH:1]1[C:14]2[C:5](=[N:6][CH:7]=[C:8]3[C:13]=2[CH:12]=[CH:11][CH:10]=[CH:9]3)[CH:4]=[CH:3][CH:2]=1.[F:15][C:16]([F:28])([F:27])[O:17][C:18]1[CH:26]=[CH:25][CH:24]=[CH:23][C:19]=1[C:20](Cl)=[O:21].[NH:29]1[C:37]2[C:32](=[CH:33][CH:34]=[CH:35][CH:36]=2)[CH:31]=[CH:30]1, predict the reaction product. The product is: [NH:29]1[C:37]2[C:32](=[CH:33][CH:34]=[CH:35][CH:36]=2)[C:31]([CH:7]2[C:8]3[C:13](=[CH:12][CH:11]=[CH:10][CH:9]=3)[C:14]3[CH:1]=[CH:2][CH:3]=[CH:4][C:5]=3[N:6]2[C:20]([C:19]2[CH:23]=[CH:24][CH:25]=[CH:26][C:18]=2[O:17][C:16]([F:28])([F:27])[F:15])=[O:21])=[CH:30]1. (3) Given the reactants [F:1][C:2]1[CH:7]=[C:6]([F:8])[CH:5]=[CH:4][C:3]=1[CH2:9][CH2:10][C:11]1[N:12]([CH2:22][C:23](O)=[O:24])[C:13]2[C:18]([C:19](=[O:21])[N:20]=1)=[CH:17][CH:16]=[CH:15][CH:14]=2.[CH3:26][C:27]([N:33]1[CH2:38][CH2:37][CH:36]([NH:39][CH2:40][C:41]2[CH:46]=[CH:45][C:44]([C:47]3[CH:52]=[CH:51][C:50]([C:53]([F:56])([F:55])[F:54])=[CH:49][CH:48]=3)=[CH:43][CH:42]=2)[CH2:35][CH2:34]1)([CH3:32])[C:28]([O:30][CH3:31])=[O:29].CCN(C(C)C)C(C)C.CN(C(ON1N=NC2C=CC=NC1=2)=[N+](C)C)C.F[P-](F)(F)(F)(F)F, predict the reaction product. The product is: [F:1][C:2]1[CH:7]=[C:6]([F:8])[CH:5]=[CH:4][C:3]=1[CH2:9][CH2:10][C:11]1[N:12]([CH2:22][C:23]([N:39]([CH2:40][C:41]2[CH:46]=[CH:45][C:44]([C:47]3[CH:48]=[CH:49][C:50]([C:53]([F:55])([F:56])[F:54])=[CH:51][CH:52]=3)=[CH:43][CH:42]=2)[CH:36]2[CH2:37][CH2:38][N:33]([C:27]([CH3:26])([CH3:32])[C:28]([O:30][CH3:31])=[O:29])[CH2:34][CH2:35]2)=[O:24])[C:13]2[C:18]([C:19](=[O:21])[N:20]=1)=[CH:17][CH:16]=[CH:15][CH:14]=2. (4) The product is: [CH3:19][O:18][C:15]1[CH:16]=[CH:17][C:12]([CH2:11][N:4]2[C:5]3[C:10](=[CH:9][CH:8]=[CH:7][CH:6]=3)[C:2]([Sn:21]([CH3:27])([CH3:26])[CH3:20])=[N:3]2)=[CH:13][CH:14]=1. Given the reactants I[C:2]1[C:10]2[C:5](=[CH:6][CH:7]=[CH:8][CH:9]=2)[N:4]([CH2:11][C:12]2[CH:17]=[CH:16][C:15]([O:18][CH3:19])=[CH:14][CH:13]=2)[N:3]=1.[CH3:20][Sn:21]([CH3:27])([CH3:26])[Sn:21]([CH3:27])([CH3:26])[CH3:20], predict the reaction product. (5) Given the reactants [CH3:1][N+:2]([CH2:5][CH2:6][OH:7])([CH3:4])[CH3:3].[CH:8]1[CH:13]=[C:12]([C:14]([OH:16])=[O:15])[C:11]([OH:17])=[CH:10][CH:9]=1.C1C=C(C(O)=O)C([O-])=CC=1.[Mg+2].C([O-])(=O)C1C(=CC=CC=1)O.C([O-])(=O)C1C(=CC=CC=1)O.C([O-])(=O)C1C(=CC=CC=1)O.[Mg+2].OCC[N+](C)(C)C, predict the reaction product. The product is: [OH:7][CH2:6][CH2:5][N+:2]([CH3:4])([CH3:3])[CH3:1].[C:14]([O-:16])(=[O:15])[C:12]1[C:11](=[CH:10][CH:9]=[CH:8][CH:13]=1)[OH:17].